This data is from Peptide-MHC class I binding affinity with 185,985 pairs from IEDB/IMGT. The task is: Regression. Given a peptide amino acid sequence and an MHC pseudo amino acid sequence, predict their binding affinity value. This is MHC class I binding data. (1) The peptide sequence is VTYECPLLV. The MHC is HLA-A01:01 with pseudo-sequence HLA-A01:01. The binding affinity (normalized) is 0.460. (2) The peptide sequence is RPDTRHLRV. The MHC is HLA-A02:02 with pseudo-sequence HLA-A02:02. The binding affinity (normalized) is 0. (3) The peptide sequence is MRMLWMANY. The MHC is HLA-B14:02 with pseudo-sequence HLA-B14:02. The binding affinity (normalized) is 0.302.